From a dataset of Catalyst prediction with 721,799 reactions and 888 catalyst types from USPTO. Predict which catalyst facilitates the given reaction. (1) Reactant: C([Mg]Br)C.[Cl-].[CH:6]([C:9]1[CH:14]=[CH:13][CH:12]=[C:11](C(C)C)[C:10]=1[NH+]1CCN(C2C(C(C)C)=CC=CC=2C(C)C)C1)(C)C.C1(P(C2C=CC=CC=2)C2C=CC=CC=2)C=CC=CC=1.Cl[C:55]1[CH:60]=[CH:59][CH:58]=[CH:57][C:56]=1[O:61][CH3:62].C1(C)C=CC=CC=1[Mg]Br.C(C(C(C([O-])=O)O)O)([O-])=O.[K+].[Na+].ClC1C=CC=C(C(OO)=O)C=1. Product: [CH3:62][O:61][C:56]1[CH:57]=[CH:58][CH:59]=[CH:60][C:55]=1[C:10]1[CH:11]=[CH:12][CH:13]=[CH:14][C:9]=1[CH3:6]. The catalyst class is: 1. (2) Reactant: [Cl:1][C:2]1[CH:3]=[C:4]([CH:8]=[CH:9][C:10]=1[Cl:11])[C:5](O)=[O:6].Cl.[CH3:13][NH:14][O:15][CH3:16].CN1CCOCC1.Cl.CN(C)CCCN=C=NCC. Product: [CH3:16][O:15][N:14]([CH3:13])[C:5](=[O:6])[C:4]1[CH:8]=[CH:9][C:10]([Cl:11])=[C:2]([Cl:1])[CH:3]=1. The catalyst class is: 91. (3) Reactant: [OH:1][C@H:2]1[CH2:6][CH2:5][N:4]([C:7]2[CH:14]=[CH:13][CH:12]=[C:11]([C:15]([F:18])([F:17])[F:16])[C:8]=2[CH:9]=O)[CH2:3]1.[N:19]1([C:25]([O:27][C:28]([CH3:31])([CH3:30])[CH3:29])=[O:26])[CH2:24][CH2:23][NH:22][CH2:21][CH2:20]1.[BH-](OC(C)=O)(OC(C)=O)OC(C)=O.[Na+]. Product: [OH:1][C@H:2]1[CH2:6][CH2:5][N:4]([C:7]2[CH:14]=[CH:13][CH:12]=[C:11]([C:15]([F:18])([F:17])[F:16])[C:8]=2[CH2:9][N:22]2[CH2:21][CH2:20][N:19]([C:25]([O:27][C:28]([CH3:31])([CH3:30])[CH3:29])=[O:26])[CH2:24][CH2:23]2)[CH2:3]1. The catalyst class is: 2. (4) Reactant: [Br:1][C:2]1[CH:7]=[CH:6][C:5]([Br:8])=[CH:4][C:3]=1[S:9]([NH:12][C@@H:13]1[CH2:17][CH2:16][N:15]([C:18]([O:20][C:21]([CH3:24])([CH3:23])[CH3:22])=[O:19])[CH2:14]1)(=[O:11])=[O:10].[H-].[Na+].Br[CH2:28][CH2:29][CH2:30][CH2:31][CH2:32][CH3:33]. Product: [Br:1][C:2]1[CH:7]=[CH:6][C:5]([Br:8])=[CH:4][C:3]=1[S:9]([N:12]([CH2:28][CH2:29][CH2:30][CH2:31][CH2:32][CH3:33])[C@@H:13]1[CH2:17][CH2:16][N:15]([C:18]([O:20][C:21]([CH3:24])([CH3:23])[CH3:22])=[O:19])[CH2:14]1)(=[O:11])=[O:10]. The catalyst class is: 3. (5) Reactant: [BH4-].[Na+].C1COCC1.[Br:8][C:9]1[CH:14]=[C:13]([Cl:15])[CH:12]=[CH:11][C:10]=1[C:16](=[O:18])[CH3:17].Cl. Product: [Br:8][C:9]1[CH:14]=[C:13]([Cl:15])[CH:12]=[CH:11][C:10]=1[CH:16]([OH:18])[CH3:17]. The catalyst class is: 5. (6) Reactant: C[O:2][C:3](=[O:21])[CH:4]([N:9]1[C:17]2[C:12](=[CH:13][C:14]([Br:18])=[CH:15][CH:16]=2)[C:11](=[O:19])[C:10]1=[O:20])[CH2:5][CH:6]([CH3:8])[CH3:7].O.[OH-].[Li+]. Product: [Br:18][C:14]1[CH:13]=[C:12]2[C:17](=[CH:16][CH:15]=1)[N:9]([CH:4]([CH2:5][CH:6]([CH3:7])[CH3:8])[C:3]([OH:21])=[O:2])[C:10](=[O:20])[C:11]2=[O:19]. The catalyst class is: 30. (7) Reactant: [Br:1][C:2]1[CH:7]=[CH:6][C:5]([C:8]([C:10]2[CH:15]=[CH:14][C:13]([O:16]C)=[CH:12][C:11]=2[CH3:18])=[O:9])=[CH:4][CH:3]=1.[Al+3].[Cl-].[Cl-].[Cl-].O. Product: [Br:1][C:2]1[CH:7]=[CH:6][C:5]([C:8]([C:10]2[CH:15]=[CH:14][C:13]([OH:16])=[CH:12][C:11]=2[CH3:18])=[O:9])=[CH:4][CH:3]=1. The catalyst class is: 48.